From a dataset of hERG Central: cardiac toxicity at 1µM, 10µM, and general inhibition. Predict hERG channel inhibition at various concentrations. (1) The molecule is c1ccc(CSc2ccc3nnc(-c4ccccn4)n3n2)cc1. Results: hERG_inhib (hERG inhibition (general)): blocker. (2) The compound is COc1ccc(N2CCN(CCCNC(=O)C(=O)c3c(C)[nH]c4ccccc34)CC2)cc1. Results: hERG_inhib (hERG inhibition (general)): blocker. (3) The drug is COc1cccc(CNC(=O)C2CCN(S(=O)(=O)c3ccc(C)cc3)CC2)c1. Results: hERG_inhib (hERG inhibition (general)): blocker. (4) The drug is CCOC(=O)N1CCN(C(=O)COC(=O)C2CCN(S(=O)(=O)c3ccc(C)c(C)c3)CC2)CC1. Results: hERG_inhib (hERG inhibition (general)): blocker. (5) The compound is CCN(CC)CCNC(C(=O)Nc1ccc([N+](=O)[O-])cc1Br)c1ccccc1. Results: hERG_inhib (hERG inhibition (general)): blocker. (6) The drug is CCCCN(C)CCCNC(=O)c1cc(-c2cccnc2)nc2ccccc12. Results: hERG_inhib (hERG inhibition (general)): blocker. (7) The molecule is O=C(NCC1CCCN(Cc2cccc(C(F)(F)F)c2)C1)c1ccc(F)cc1. Results: hERG_inhib (hERG inhibition (general)): blocker. (8) The molecule is COc1ccc(NC2CCN(CCc3ccccc3)CC2)c(OC)c1. Results: hERG_inhib (hERG inhibition (general)): blocker. (9) The drug is CCOC(=O)C1CCN(C2CCN(Cc3nc(-c4ccccc4)no3)CC2)CC1. Results: hERG_inhib (hERG inhibition (general)): blocker.